Dataset: Forward reaction prediction with 1.9M reactions from USPTO patents (1976-2016). Task: Predict the product of the given reaction. (1) Given the reactants [NH2:1][C:2]1[CH:10]=[C:9]([N+:11]([O-])=O)[CH:8]=[CH:7][C:3]=1[C:4]([OH:6])=O.[CH3:14][NH2:15].[N:16]1([CH2:22][CH2:23][CH2:24][O:25][C:26]2[CH:27]=[C:28]([CH:31]=[CH:32][CH:33]=2)[CH:29]=O)[CH2:21][CH2:20][CH2:19][CH2:18][CH2:17]1.[CH3:34][S:35](Cl)(=[O:37])=[O:36], predict the reaction product. The product is: [CH3:14][N:15]1[C:4](=[O:6])[C:3]2[C:2](=[CH:10][C:9]([NH:11][S:35]([CH3:34])(=[O:37])=[O:36])=[CH:8][CH:7]=2)[N:1]=[C:29]1[C:28]1[CH:31]=[CH:32][CH:33]=[C:26]([O:25][CH2:24][CH2:23][CH2:22][N:16]2[CH2:21][CH2:20][CH2:19][CH2:18][CH2:17]2)[CH:27]=1. (2) Given the reactants [C:1]([O:5][C:6]([N:8]1[CH2:12][C@@H:11]([N:13]2[CH2:18][CH2:17][N:16]([C:19]3[C:24]([Cl:25])=[CH:23][C:22]([C:26]([OH:28])=O)=[CH:21][N:20]=3)[CH2:15][CH2:14]2)[CH2:10][C@H:9]1[C:29]([N:31]1[CH2:35][CH2:34][S:33][CH2:32]1)=[O:30])=[O:7])([CH3:4])([CH3:3])[CH3:2].Cl.Cl.Cl.C(C1C=C(Cl)C(N2CCN([C@@H]3CN[C@H](C(N4CCSC4)=O)C3)CC2)=[N:46]C=1)(O)=O.[Cl-].[NH4+].CN1CCOCC1.C1C=CC2N(O)N=NC=2C=1.CCN=C=NCCCN(C)C.Cl, predict the reaction product. The product is: [C:1]([O:5][C:6]([N:8]1[CH2:12][C@@H:11]([N:13]2[CH2:18][CH2:17][N:16]([C:19]3[C:24]([Cl:25])=[CH:23][C:22]([C:26](=[O:28])[NH2:46])=[CH:21][N:20]=3)[CH2:15][CH2:14]2)[CH2:10][C@H:9]1[C:29]([N:31]1[CH2:35][CH2:34][S:33][CH2:32]1)=[O:30])=[O:7])([CH3:4])([CH3:3])[CH3:2]. (3) Given the reactants S(O)(O)(=O)=[O:2].[CH3:6][S:7][C:8](=[NH:10])[NH2:9].N1C=CC=CC=1.Cl[C:18](=[O:23])[C:19]([O:21][CH3:22])=[O:20].[C:24]([O:27][CH2:28]C)(=[O:26])[CH3:25], predict the reaction product. The product is: [CH3:22][O:21][C:19](=[O:20])[C:18]([NH:10]/[C:8](=[N:9]/[C:25](=[O:2])[C:24]([O:27][CH3:28])=[O:26])/[S:7][CH3:6])=[O:23]. (4) Given the reactants Br[CH2:2][C:3]1[CH:12]=[C:11]([N+:13]([O-:15])=[O:14])[CH:10]=[CH:9][C:4]=1[C:5](OC)=[O:6].[NH4+:16], predict the reaction product. The product is: [N+:13]([C:11]1[CH:12]=[C:3]2[C:4](=[CH:9][CH:10]=1)[C:5](=[O:6])[NH:16][CH2:2]2)([O-:15])=[O:14]. (5) Given the reactants C(O)(C(F)(F)F)=O.[Br:8][C:9]1[CH:34]=[N:33][C:12]2[N:13]=[C:14]([N:20]3[CH2:23][CH:22]([N:24](C)[C:25](=O)OC(C)(C)C)[CH2:21]3)[C:15]3[N:16]([N:17]=[N:18][N:19]=3)[C:11]=2[CH:10]=1, predict the reaction product. The product is: [Br:8][C:9]1[CH:34]=[N:33][C:12]2[N:13]=[C:14]([N:20]3[CH2:23][CH:22]([NH:24][CH3:25])[CH2:21]3)[C:15]3[N:16]([N:17]=[N:18][N:19]=3)[C:11]=2[CH:10]=1. (6) Given the reactants [C:1]1([CH:7]([C:12]2[CH:17]=[CH:16][CH:15]=[CH:14][CH:13]=2)[C@H:8]([OH:11])[CH2:9]O)[CH:6]=[CH:5][CH:4]=[CH:3][CH:2]=1.C1C=CC(P(C2C=CC=CC=2)C2C=CC=CC=2)=CC=1.CCOC(/N=N/C(OCC)=O)=O, predict the reaction product. The product is: [CH:7]([C@H:8]1[CH2:9][O:11]1)([C:12]1[CH:17]=[CH:16][CH:15]=[CH:14][CH:13]=1)[C:1]1[CH:6]=[CH:5][CH:4]=[CH:3][CH:2]=1.